This data is from Microsomal clearance measurements from AstraZeneca. The task is: Regression/Classification. Given a drug SMILES string, predict its absorption, distribution, metabolism, or excretion properties. Task type varies by dataset: regression for continuous measurements (e.g., permeability, clearance, half-life) or binary classification for categorical outcomes (e.g., BBB penetration, CYP inhibition). For this dataset (clearance_microsome_az), we predict log10(clearance) (log10 of the in vitro intrinsic clearance, CLint, in uL/min per mg of human liver microsomal protein, equivalently mL/min/g; values are censored to the assay range of 3 to 150, which is 0.477 to 2.18 on this log10 scale). The drug is COc1cccc(NC(=O)c2cccc(Cc3c(C)nn(CCO)c3-c3ccccc3)c2)c1. The log10(clearance) is 2.16.